Dataset: Reaction yield outcomes from USPTO patents with 853,638 reactions. Task: Predict the reaction yield, written as a fraction of the theoretical maximum amount of product (1.0 means a 100% yield; for example, 0.34 means a 34% yield). The reactants are [C:1]([O:5][C:6]([N:8]1[CH2:11][CH:10]([O:12][C:13]2[CH:18]=[C:17]([Cl:19])[CH:16]=[CH:15][C:14]=2[OH:20])[CH2:9]1)=[O:7])([CH3:4])([CH3:3])[CH3:2].C([O-])([O-])=O.[Cs+].[Cs+].[CH3:27][O:28][C:29](=[O:38])[CH:30](Br)[C:31]1[CH:36]=[CH:35][CH:34]=[CH:33][CH:32]=1.O. The catalyst is CN(C=O)C. The product is [C:1]([O:5][C:6]([N:8]1[CH2:9][CH:10]([O:12][C:13]2[CH:18]=[C:17]([Cl:19])[CH:16]=[CH:15][C:14]=2[O:20][CH:30]([C:29]([O:28][CH3:27])=[O:38])[C:31]2[CH:36]=[CH:35][CH:34]=[CH:33][CH:32]=2)[CH2:11]1)=[O:7])([CH3:4])([CH3:2])[CH3:3]. The yield is 0.960.